Dataset: NCI-60 drug combinations with 297,098 pairs across 59 cell lines. Task: Regression. Given two drug SMILES strings and cell line genomic features, predict the synergy score measuring deviation from expected non-interaction effect. (1) Drug 1: CCCS(=O)(=O)NC1=C(C(=C(C=C1)F)C(=O)C2=CNC3=C2C=C(C=N3)C4=CC=C(C=C4)Cl)F. Drug 2: C1CC(=O)NC(=O)C1N2CC3=C(C2=O)C=CC=C3N. Cell line: HS 578T. Synergy scores: CSS=9.67, Synergy_ZIP=3.03, Synergy_Bliss=13.4, Synergy_Loewe=6.85, Synergy_HSA=6.85. (2) Drug 1: CCN(CC)CCNC(=O)C1=C(NC(=C1C)C=C2C3=C(C=CC(=C3)F)NC2=O)C. Drug 2: CC(C)CN1C=NC2=C1C3=CC=CC=C3N=C2N. Cell line: 786-0. Synergy scores: CSS=0.0400, Synergy_ZIP=3.99, Synergy_Bliss=3.67, Synergy_Loewe=-3.76, Synergy_HSA=-4.53. (3) Drug 1: CN(CC1=CN=C2C(=N1)C(=NC(=N2)N)N)C3=CC=C(C=C3)C(=O)NC(CCC(=O)O)C(=O)O. Drug 2: CCC1(C2=C(COC1=O)C(=O)N3CC4=CC5=C(C=CC(=C5CN(C)C)O)N=C4C3=C2)O.Cl. Cell line: CCRF-CEM. Synergy scores: CSS=67.3, Synergy_ZIP=-5.52, Synergy_Bliss=-9.52, Synergy_Loewe=-11.2, Synergy_HSA=-7.98. (4) Drug 1: CC1C(C(CC(O1)OC2CC(CC3=C2C(=C4C(=C3O)C(=O)C5=C(C4=O)C(=CC=C5)OC)O)(C(=O)C)O)N)O.Cl. Drug 2: C1=NC2=C(N=C(N=C2N1C3C(C(C(O3)CO)O)F)Cl)N. Cell line: HS 578T. Synergy scores: CSS=14.9, Synergy_ZIP=-3.32, Synergy_Bliss=-2.17, Synergy_Loewe=-7.06, Synergy_HSA=-1.95. (5) Drug 1: C1CCC(CC1)NC(=O)N(CCCl)N=O. Drug 2: CCCCC(=O)OCC(=O)C1(CC(C2=C(C1)C(=C3C(=C2O)C(=O)C4=C(C3=O)C=CC=C4OC)O)OC5CC(C(C(O5)C)O)NC(=O)C(F)(F)F)O. Cell line: UACC-257. Synergy scores: CSS=8.44, Synergy_ZIP=1.34, Synergy_Bliss=4.33, Synergy_Loewe=2.40, Synergy_HSA=1.27.